This data is from CYP1A2 inhibition data for predicting drug metabolism from PubChem BioAssay. The task is: Regression/Classification. Given a drug SMILES string, predict its absorption, distribution, metabolism, or excretion properties. Task type varies by dataset: regression for continuous measurements (e.g., permeability, clearance, half-life) or binary classification for categorical outcomes (e.g., BBB penetration, CYP inhibition). Dataset: cyp1a2_veith. The drug is c1cncc(CNCCN2CCNCC2)c1. The result is 0 (non-inhibitor).